Predict which catalyst facilitates the given reaction. From a dataset of Catalyst prediction with 721,799 reactions and 888 catalyst types from USPTO. Reactant: C(OC([N:11]([CH2:21][C@H:22]([NH:28][C:29](=[O:34])[CH2:30][C:31]([OH:33])=O)[C@@H:23]([OH:27])[CH2:24][CH2:25][CH3:26])[CH2:12][C:13]1[CH:18]=[CH:17][C:16]([CH3:19])=[CH:15][C:14]=1[CH3:20])=O)C1C=CC=CC=1.[Br:35][C:36]1[CH:37]=[C:38]([CH:40]=[C:41]([C:43]([F:46])([F:45])[F:44])[CH:42]=1)[NH2:39].C(N(CC)C(C)C)(C)C.CN(C(ON1N=NC2C=CC=NC1=2)=[N+](C)C)C.F[P-](F)(F)(F)(F)F. The catalyst class is: 59. Product: [Br:35][C:36]1[CH:37]=[C:38]([NH:39][C:31](=[O:33])[CH2:30][C:29]([NH:28][C@@H:22]([CH2:21][NH:11][CH2:12][C:13]2[CH:18]=[CH:17][C:16]([CH3:19])=[CH:15][C:14]=2[CH3:20])[C@@H:23]([OH:27])[CH2:24][CH2:25][CH3:26])=[O:34])[CH:40]=[C:41]([C:43]([F:45])([F:46])[F:44])[CH:42]=1.